The task is: Predict which catalyst facilitates the given reaction.. This data is from Catalyst prediction with 721,799 reactions and 888 catalyst types from USPTO. (1) Reactant: [CH2:1]([O:3][C:4](=[O:13])[CH:5]([NH:11][CH3:12])[C:6]([O:8][CH2:9][CH3:10])=[O:7])[CH3:2].[C:14](O[C:14]([O:16][C:17]([CH3:20])([CH3:19])[CH3:18])=[O:15])([O:16][C:17]([CH3:20])([CH3:19])[CH3:18])=[O:15]. Product: [CH2:9]([O:8][C:6](=[O:7])[CH:5]([N:11]([C:14]([O:16][C:17]([CH3:20])([CH3:19])[CH3:18])=[O:15])[CH3:12])[C:4]([O:3][CH2:1][CH3:2])=[O:13])[CH3:10]. The catalyst class is: 22. (2) Reactant: [CH3:1][O:2][C:3](=[O:11])[CH2:4][CH2:5][CH2:6][C:7]#[C:8][CH2:9]O.C1(P(C2C=CC=CC=2)C2C=CC=CC=2)C=CC=CC=1.N1C=CN=C1.[I:36]I. Product: [CH3:1][O:2][C:3](=[O:11])[CH2:4][CH2:5][CH2:6][C:7]#[C:8][CH2:9][I:36]. The catalyst class is: 4.